From a dataset of Forward reaction prediction with 1.9M reactions from USPTO patents (1976-2016). Predict the product of the given reaction. (1) Given the reactants [CH3:1][O:2][C:3]1[CH:4]=[C:5]([CH:33]=[CH:34][C:35]=1[O:36][CH3:37])[CH2:6][CH:7]1[C:16]2[C:11](=[CH:12][C:13]([O:18][CH3:19])=[C:14]([OH:17])[CH:15]=2)[CH2:10][CH2:9][N:8]1[CH2:20][C:21]([NH:23][CH:24]1[C:32]2[C:27](=[CH:28][CH:29]=[CH:30][CH:31]=2)[CH2:26][CH2:25]1)=[O:22].Br[CH2:39][CH:40]([F:42])[F:41], predict the reaction product. The product is: [CH3:1][O:2][C:3]1[CH:4]=[C:5]([CH:33]=[CH:34][C:35]=1[O:36][CH3:37])[CH2:6][CH:7]1[C:16]2[C:11](=[CH:12][C:13]([O:18][CH3:19])=[C:14]([O:17][CH2:39][CH:40]([F:42])[F:41])[CH:15]=2)[CH2:10][CH2:9][N:8]1[CH2:20][C:21]([NH:23][CH:24]1[C:32]2[C:27](=[CH:28][CH:29]=[CH:30][CH:31]=2)[CH2:26][CH2:25]1)=[O:22]. (2) Given the reactants [C:1]([O:5][C:6]([NH:8][C@@:9]1([C:24]([O:26][C:27]([CH3:30])([CH3:29])[CH3:28])=[O:25])[C:14](=[CH2:15])[C:13](=[O:16])[C@@H:12]2[C@H:10]1[C@H:11]2[C:17]([O:19][C:20]([CH3:23])([CH3:22])[CH3:21])=[O:18])=[O:7])([CH3:4])([CH3:3])[CH3:2].[F:31][C:32]1[CH:33]=[C:34]([SH:39])[CH:35]=[CH:36][C:37]=1[F:38], predict the reaction product. The product is: [C:1]([O:5][C:6]([NH:8][C@@:9]1([C:24]([O:26][C:27]([CH3:30])([CH3:29])[CH3:28])=[O:25])[C@H:14]([CH2:15][S:39][C:34]2[CH:35]=[CH:36][C:37]([F:38])=[C:32]([F:31])[CH:33]=2)[C:13](=[O:16])[C@@H:12]2[C@H:10]1[C@H:11]2[C:17]([O:19][C:20]([CH3:21])([CH3:23])[CH3:22])=[O:18])=[O:7])([CH3:4])([CH3:2])[CH3:3]. (3) Given the reactants Cl[C:2]1[CH:11]=[C:10]([C:12]([NH:14][CH2:15][CH2:16][N:17]2[CH2:21][CH2:20][CH2:19][CH2:18]2)=[O:13])[C:9]2[C:4](=[CH:5][CH:6]=[C:7]([F:22])[CH:8]=2)[N:3]=1.Cl.[O:24]1[CH2:29][CH2:28][N:27]([CH2:30][C:31]2[CH:36]=[CH:35][C:34](B(O)O)=[CH:33][CH:32]=2)[CH2:26][CH2:25]1.P([O-])([O-])([O-])=O.[K+].[K+].[K+], predict the reaction product. The product is: [F:22][C:7]1[CH:8]=[C:9]2[C:4](=[CH:5][CH:6]=1)[N:3]=[C:2]([C:34]1[CH:33]=[CH:32][C:31]([CH2:30][N:27]3[CH2:28][CH2:29][O:24][CH2:25][CH2:26]3)=[CH:36][CH:35]=1)[CH:11]=[C:10]2[C:12]([NH:14][CH2:15][CH2:16][N:17]1[CH2:21][CH2:20][CH2:19][CH2:18]1)=[O:13]. (4) Given the reactants Br[C:2]1[CH:10]=[CH:9][C:5]([C:6]([NH2:8])=[O:7])=[C:4]([CH3:11])[CH:3]=1.C(N(CC)CC)C.[CH3:19][OH:20].CN([CH:24]=[O:25])C, predict the reaction product. The product is: [NH2:8][C:6]([C:5]1[CH:9]=[CH:10][C:2]([C:19]([O:25][CH3:24])=[O:20])=[CH:3][C:4]=1[CH3:11])=[O:7]. (5) Given the reactants Cl[C:2]1[C:11]([CH2:12][C:13]2[CH:18]=[CH:17][CH:16]=[C:15]([C:19]([F:22])([F:21])[F:20])[CH:14]=2)=[C:10]([Cl:23])[C:9]2[C:4](=[C:5]([CH3:32])[CH:6]=[C:7]([C:24]([C:26]3[N:30]([CH3:31])[CH:29]=[N:28][CH:27]=3)=[O:25])[CH:8]=2)[N:3]=1.[CH3:33][O-:34].[Na+], predict the reaction product. The product is: [Cl:23][C:10]1[C:9]2[C:4](=[C:5]([CH3:32])[CH:6]=[C:7]([C:24]([C:26]3[N:30]([CH3:31])[CH:29]=[N:28][CH:27]=3)=[O:25])[CH:8]=2)[N:3]=[C:2]([O:34][CH3:33])[C:11]=1[CH2:12][C:13]1[CH:18]=[CH:17][CH:16]=[C:15]([C:19]([F:22])([F:21])[F:20])[CH:14]=1. (6) Given the reactants I[CH2:2][CH2:3][C:4]([O:6][CH3:7])=[O:5].[F:8][C:9]([F:20])([F:19])[C:10]1[CH:11]=[C:12]([CH:16]=[CH:17][CH:18]=1)[C:13](Cl)=[O:14], predict the reaction product. The product is: [CH3:7][O:6][C:4](=[O:5])[CH2:3][CH2:2][C:13](=[O:14])[C:12]1[CH:16]=[CH:17][CH:18]=[C:10]([C:9]([F:8])([F:19])[F:20])[CH:11]=1.